Dataset: Reaction yield outcomes from USPTO patents with 853,638 reactions. Task: Predict the reaction yield, written as a fraction of the theoretical maximum amount of product (1.0 means a 100% yield; for example, 0.34 means a 34% yield). (1) The reactants are [C:1]1([CH2:7][CH2:8][N:9]2[C:14](=[O:15])[CH2:13][C:12](=[O:16])[N:11]([CH2:17][C:18]3[CH:23]=[CH:22][CH:21]=[CH:20][CH:19]=3)[C:10]2=[O:24])[CH:6]=[CH:5][CH:4]=[CH:3][CH:2]=1.C(N(C(C)C)CC)(C)C.[N:34]([CH2:37][C:38]([O:40]CC)=[O:39])=[C:35]=[O:36]. The catalyst is C(Cl)(Cl)Cl. The product is [OH:15][C:14]1[N:9]([CH2:8][CH2:7][C:1]2[CH:2]=[CH:3][CH:4]=[CH:5][CH:6]=2)[C:10](=[O:24])[N:11]([CH2:17][C:18]2[CH:23]=[CH:22][CH:21]=[CH:20][CH:19]=2)[C:12](=[O:16])[C:13]=1[C:35]([NH:34][CH2:37][C:38]([OH:40])=[O:39])=[O:36]. The yield is 0.470. (2) The reactants are CON(C)[C:4]([CH:6]1[CH2:9][N:8]([C:10]([O:12][C:13]([CH3:16])([CH3:15])[CH3:14])=[O:11])[CH2:7]1)=[O:5].C[Mg+].[Br-].[C:21](O)(=O)CC(CC(O)=O)(C(O)=O)O. The catalyst is C1COCC1. The product is [C:4]([CH:6]1[CH2:7][N:8]([C:10]([O:12][C:13]([CH3:14])([CH3:15])[CH3:16])=[O:11])[CH2:9]1)(=[O:5])[CH3:21]. The yield is 0.700. (3) The reactants are [CH3:1][CH2:2][CH:3]([OH:6])[CH2:4][CH3:5].F[C:8]1[CH:13]=[CH:12][CH:11]=[CH:10][C:9]=1[N+:14]([O-:16])=[O:15].[CH3:17][CH2:18][CH:19]([O:22][C:23]1[CH:29]=[CH:28][CH:27]=[CH:26][C:24]=1[NH2:25])[CH2:20][CH3:21].[NH2:30][C:31]1[S:32][CH:33]=[CH:34][N:35]=1. No catalyst specified. The product is [CH3:1][CH2:2][CH:3]([O:6][C:8]1[CH:13]=[CH:12][CH:11]=[CH:10][C:9]=1[N+:14]([O-:16])=[O:15])[CH2:4][CH3:5].[CH3:17][CH2:18][CH:19]([O:22][C:23]1[CH:29]=[CH:28][CH:27]=[CH:26][C:24]=1[NH:25][C:3]([NH:30][C:31]1[S:32][CH:33]=[CH:34][N:35]=1)=[O:6])[CH2:20][CH3:21]. The yield is 0.700. (4) The reactants are [Cl:1][C:2]1[C:3]([F:9])=[C:4]([CH:6]=[CH:7][CH:8]=1)[NH2:5].[CH3:10][N:11]1[CH2:16][CH2:15][C:14](=O)[CH2:13][CH2:12]1.C(O[BH-](OC(=O)C)OC(=O)C)(=O)C.[Na+].C(O)(=O)C. No catalyst specified. The product is [CH3:10][N:11]1[CH2:16][CH2:15][CH:14]([NH:5][C:4]2[CH:6]=[CH:7][CH:8]=[C:2]([Cl:1])[C:3]=2[F:9])[CH2:13][CH2:12]1. The yield is 0.320.